Dataset: Forward reaction prediction with 1.9M reactions from USPTO patents (1976-2016). Task: Predict the product of the given reaction. (1) Given the reactants [Cl:1][C:2]1[CH:22]=[CH:21][C:5]2[N:6]([CH3:20])[C:7](=[O:19])[CH2:8][N:9]=[C:10]([C:11]3[CH:16]=[CH:15][C:14]([O:17][CH3:18])=[CH:13][CH:12]=3)[C:4]=2[CH:3]=1.CC(C)([O-])C.[K+].[Cl:29][C:30]1[CH:37]=[CH:36][CH:35]=[CH:34][C:31]=1[CH2:32]Br.C(OCC)(=O)C, predict the reaction product. The product is: [Cl:1][C:2]1[CH:22]=[CH:21][C:5]2[N:6]([CH3:20])[C:7](=[O:19])[CH:8]([CH2:32][C:31]3[CH:34]=[CH:35][CH:36]=[CH:37][C:30]=3[Cl:29])[N:9]=[C:10]([C:11]3[CH:12]=[CH:13][C:14]([O:17][CH3:18])=[CH:15][CH:16]=3)[C:4]=2[CH:3]=1. (2) Given the reactants C(O[BH-](OC(=O)C)OC(=O)C)(=O)C.[Na+].[NH:15]1[CH2:20][CH2:19][CH:18]([O:21][C:22]2[CH:27]=[CH:26][C:25]([N:28]3[CH2:33][CH2:32][N:31]([C:34]([O:36][CH2:37][C:38]4[CH:43]=[CH:42][CH:41]=[CH:40][CH:39]=4)=[O:35])[CH2:30][CH2:29]3)=[CH:24][CH:23]=2)[CH2:17][CH2:16]1.[C:44]1(=O)[CH2:47][CH2:46][CH2:45]1.CO, predict the reaction product. The product is: [CH:44]1([N:15]2[CH2:20][CH2:19][CH:18]([O:21][C:22]3[CH:23]=[CH:24][C:25]([N:28]4[CH2:29][CH2:30][N:31]([C:34]([O:36][CH2:37][C:38]5[CH:43]=[CH:42][CH:41]=[CH:40][CH:39]=5)=[O:35])[CH2:32][CH2:33]4)=[CH:26][CH:27]=3)[CH2:17][CH2:16]2)[CH2:47][CH2:46][CH2:45]1. (3) Given the reactants [NH:1]1[C:9]2[CH2:8][CH2:7][CH2:6][C:5](=O)[C:4]=2[CH:3]=[CH:2]1.[Cl-].[OH:12][NH3+:13], predict the reaction product. The product is: [NH:1]1[C:9]2[CH2:8][CH2:7][CH2:6][C:5](=[N:13][OH:12])[C:4]=2[CH:3]=[CH:2]1. (4) Given the reactants Cl[C:2]([O:4][C:5]1[CH:10]=[CH:9][CH:8]=[CH:7][CH:6]=1)=[O:3].[NH2:11][C:12]1[C:13]([O:26][CH3:27])=[C:14]([CH:19]=[C:20]([C:22]([CH3:25])([CH3:24])[CH3:23])[CH:21]=1)[C:15]([NH:17][CH3:18])=[O:16].C([O-])(O)=O.[Na+], predict the reaction product. The product is: [CH3:21][CH2:12][CH2:13][CH:14]([CH3:19])[CH3:15].[C:22]([C:20]1[CH:19]=[C:14]([C:15](=[O:16])[NH:17][CH3:18])[C:13]([O:26][CH3:27])=[C:12]([NH:11][C:2](=[O:3])[O:4][C:5]2[CH:10]=[CH:9][CH:8]=[CH:7][CH:6]=2)[CH:21]=1)([CH3:25])([CH3:23])[CH3:24]. (5) Given the reactants [NH2:1][C:2]1[N:3]=[C:4]([Cl:27])[C:5]2[C:10]([C:11]#[C:12][CH2:13][CH2:14][OH:15])=[CH:9][N:8]([CH2:16][C:17]3[C:22]([CH3:23])=[C:21]([O:24][CH3:25])[C:20]([CH3:26])=[CH:19][N:18]=3)[C:6]=2[N:7]=1.[H-].[Na+].Cl[C:31]([O:33][CH2:34][CH3:35])=[O:32], predict the reaction product. The product is: [C:31](=[O:32])([O:33][CH2:34][CH3:35])[O:15][CH2:14][CH2:13][C:12]#[C:11][C:10]1[C:5]2[C:4]([Cl:27])=[N:3][C:2]([NH2:1])=[N:7][C:6]=2[N:8]([CH2:16][C:17]2[C:22]([CH3:23])=[C:21]([O:24][CH3:25])[C:20]([CH3:26])=[CH:19][N:18]=2)[CH:9]=1. (6) Given the reactants [Cl:1][C:2]1[CH:7]=[CH:6][C:5]([C:8]([N:16]2[C:24]3[C:19](=[C:20]([N:25]([CH2:30][O:31][CH2:32][CH2:33][Si:34]([CH3:37])([CH3:36])[CH3:35])[S:26]([CH3:29])(=[O:28])=[O:27])[CH:21]=[CH:22][CH:23]=3)[CH:18]=[CH:17]2)([CH2:14][CH3:15])[C:9]#[C:10][C:11]([NH2:13])=O)=[CH:4][CH:3]=1.O=P(Cl)(Cl)Cl, predict the reaction product. The product is: [Cl:1][C:2]1[CH:7]=[CH:6][C:5]([C:8]([N:16]2[C:24]3[C:19](=[C:20]([N:25]([CH2:30][O:31][CH2:32][CH2:33][Si:34]([CH3:37])([CH3:35])[CH3:36])[S:26]([CH3:29])(=[O:28])=[O:27])[CH:21]=[CH:22][CH:23]=3)[CH:18]=[CH:17]2)([CH2:14][CH3:15])[C:9]#[C:10][C:11]#[N:13])=[CH:4][CH:3]=1. (7) Given the reactants [CH:1](=[O:5])[CH2:2][CH2:3][CH3:4].[CH2:6]([C:11](C)=[O:12])[CH2:7][CH2:8]CC, predict the reaction product. The product is: [CH2:3]([CH:2]([CH2:11][CH2:6][CH2:7][CH3:8])[CH:1]=[O:5])[CH3:4].[CH:11](=[O:12])[CH2:6][CH2:7][CH3:8]. (8) The product is: [CH3:1][N:2]1[CH2:7][CH2:6][C:5]([C:8]2[CH:13]=[CH:12][CH:11]=[CH:10][CH:9]=2)([CH2:14][NH:15][C:28]([C:20]2[C:21]3[C:26](=[CH:25][CH:24]=[CH:23][CH:22]=3)[CH:27]=[C:18]([C:16]#[N:17])[C:19]=2[CH2:31][CH3:32])=[O:29])[CH2:4][CH2:3]1. Given the reactants [CH3:1][N:2]1[CH2:7][CH2:6][C:5]([CH2:14][NH2:15])([C:8]2[CH:13]=[CH:12][CH:11]=[CH:10][CH:9]=2)[CH2:4][CH2:3]1.[C:16]([C:18]1[C:19]([CH2:31][CH3:32])=[C:20]([C:28](Cl)=[O:29])[C:21]2[C:26]([CH:27]=1)=[CH:25][CH:24]=[CH:23][CH:22]=2)#[N:17], predict the reaction product. (9) The product is: [N+:1]([C:4]1[CH:12]=[CH:11][C:7]([C:8]([NH:13][NH2:14])=[O:9])=[CH:6][CH:5]=1)([O-:3])=[O:2]. Given the reactants [N+:1]([C:4]1[CH:12]=[CH:11][C:7]([C:8](O)=[O:9])=[CH:6][CH:5]=1)([O-:3])=[O:2].[NH2:13][NH2:14], predict the reaction product. (10) Given the reactants [C:1]([NH:8][C@H:9]([C:19]([O:21][C:22]([CH3:25])([CH3:24])[CH3:23])=[O:20])[CH2:10][CH2:11][C:12]([O:14][C:15]([CH3:18])([CH3:17])[CH3:16])=[O:13])([O:3][C:4]([CH3:7])([CH3:6])[CH3:5])=[O:2].C[Si]([N-][Si](C)(C)C)(C)C.[Li+].[CH2:36](Br)[CH:37]=[CH2:38], predict the reaction product. The product is: [CH2:38]([C@H:11]([C:12]([O:14][C:15]([CH3:16])([CH3:18])[CH3:17])=[O:13])[CH2:10][C@@H:9]([C:19]([O:21][C:22]([CH3:25])([CH3:24])[CH3:23])=[O:20])[NH:8][C:1]([O:3][C:4]([CH3:7])([CH3:6])[CH3:5])=[O:2])[CH:37]=[CH2:36].